This data is from Forward reaction prediction with 1.9M reactions from USPTO patents (1976-2016). The task is: Predict the product of the given reaction. Given the reactants [NH2:1][C@H:2]([C:10]([OH:12])=[O:11])[CH2:3][C:4]1[CH:9]=[CH:8][CH:7]=[CH:6][CH:5]=1.[CH2:13]=O.S(=O)(=O)(O)O, predict the reaction product. The product is: [CH2:13]1[C:9]2[C:4](=[CH:5][CH:6]=[CH:7][CH:8]=2)[CH2:3][C@@H:2]([C:10]([OH:12])=[O:11])[NH:1]1.